From a dataset of Reaction yield outcomes from USPTO patents with 853,638 reactions. Predict the reaction yield, written as a fraction of the theoretical maximum amount of product (1.0 means a 100% yield; for example, 0.34 means a 34% yield). (1) The reactants are [CH3:1][C:2]([CH3:35])([CH3:34])[CH2:3][O:4][C:5]([C:7]1[CH:8]=[C:9]([C:21]#[C:22][C:23]2[CH:28]=[CH:27][C:26]([CH2:29][C:30]([O:32]C)=[O:31])=[CH:25][CH:24]=2)[CH:10]=[C:11]2[C:16]=1[O:15][C:14]([CH3:18])([CH3:17])[CH2:13][C:12]2([CH3:20])[CH3:19])=[O:6].[OH-].[Li+].Cl. The catalyst is C(O)C.O1CCCC1.O. The product is [CH3:1][C:2]([CH3:35])([CH3:34])[CH2:3][O:4][C:5]([C:7]1[CH:8]=[C:9]([C:21]#[C:22][C:23]2[CH:24]=[CH:25][C:26]([CH2:29][C:30]([OH:32])=[O:31])=[CH:27][CH:28]=2)[CH:10]=[C:11]2[C:16]=1[O:15][C:14]([CH3:17])([CH3:18])[CH2:13][C:12]2([CH3:19])[CH3:20])=[O:6]. The yield is 0.840. (2) The reactants are O[O:2][S:3]([O-:5])=O.[K+].[CH:7]1([CH2:10][C:11]2([CH:20]([NH:22][C:23](=[O:37])[C:24]3[C:29]([CH3:30])=[CH:28][C:27]([C:31]([F:34])([F:33])[F:32])=[N:26][C:25]=3[O:35][CH3:36])[CH3:21])[CH2:14][CH:13]([CH2:15]SCCC)[CH2:12]2)[CH2:9][CH2:8]1.C(=O)([O-])[O-].[Na+].[Na+].[CH3:44][C:45]([CH3:47])=O. The catalyst is O. The product is [CH:7]1([CH2:10][C:11]2([CH:20]([NH:22][C:23](=[O:37])[C:24]3[C:29]([CH3:30])=[CH:28][C:27]([C:31]([F:33])([F:34])[F:32])=[N:26][C:25]=3[O:35][CH3:36])[CH3:21])[CH2:14][CH:13]([CH2:15][S:3]([CH2:44][CH2:45][CH3:47])(=[O:5])=[O:2])[CH2:12]2)[CH2:9][CH2:8]1. The yield is 0.680.